From a dataset of NCI-60 drug combinations with 297,098 pairs across 59 cell lines. Regression. Given two drug SMILES strings and cell line genomic features, predict the synergy score measuring deviation from expected non-interaction effect. Drug 1: CC12CCC(CC1=CCC3C2CCC4(C3CC=C4C5=CN=CC=C5)C)O. Drug 2: CC(C1=C(C=CC(=C1Cl)F)Cl)OC2=C(N=CC(=C2)C3=CN(N=C3)C4CCNCC4)N. Cell line: IGROV1. Synergy scores: CSS=11.9, Synergy_ZIP=-1.36, Synergy_Bliss=3.92, Synergy_Loewe=3.06, Synergy_HSA=3.54.